From a dataset of Experimentally validated miRNA-target interactions with 360,000+ pairs, plus equal number of negative samples. Binary Classification. Given a miRNA mature sequence and a target amino acid sequence, predict their likelihood of interaction. The miRNA is hsa-miR-29b-3p with sequence UAGCACCAUUUGAAAUCAGUGUU. The protein sequence of the target gene is MPKNKKRNTPHRGSSAGGGGSGAAAATAATAGGQHRNVQPFSDEDASIETMSHCSGYSDPSSFAEDGPEVLDEEGTQEDLEYKLKGLIDLTLDKSAKTRQAALEGIKNALASKMLYEFILERRMTLTDSIERCLKKGKSDEQRAAAALASVLCIQLGPGIESEEILKTLGPILKKIICDGSASMQARQTCATCFGVCCFIATDDITELYSTLECLENIFTKSYLKEKDTTVICSTPNTVLHISSLLAWTLLLTICPINEVKKKLEMHFHKLPSLLSCDDVNMRIAAGESLALLFELARGI.... Result: 1 (interaction).